This data is from Peptide-MHC class II binding affinity with 134,281 pairs from IEDB. The task is: Regression. Given a peptide amino acid sequence and an MHC pseudo amino acid sequence, predict their binding affinity value. This is MHC class II binding data. The peptide sequence is GELQIVDMIDAAFKI. The MHC is DRB1_0802 with pseudo-sequence DRB1_0802. The binding affinity (normalized) is 0.375.